From a dataset of Full USPTO retrosynthesis dataset with 1.9M reactions from patents (1976-2016). Predict the reactants needed to synthesize the given product. (1) The reactants are: [C:1]([O:5][C:6]([NH:8][CH:9]1[CH2:14][CH2:13][CH:12]([NH:15][C:16]2[C:17]([CH3:31])=[C:18]([CH:23]=[C:24]([O:26][CH2:27][CH2:28][O:29][CH3:30])[CH:25]=2)[C:19]([O:21][CH3:22])=[O:20])[CH2:11][CH2:10]1)=[O:7])([CH3:4])([CH3:3])[CH3:2].[CH:32](=O)[CH3:33].C(O)(=O)C.C(O[BH-](OC(=O)C)OC(=O)C)(=O)C.[Na+]. Given the product [C:1]([O:5][C:6]([NH:8][CH:9]1[CH2:14][CH2:13][CH:12]([N:15]([CH2:32][CH3:33])[C:16]2[C:17]([CH3:31])=[C:18]([CH:23]=[C:24]([O:26][CH2:27][CH2:28][O:29][CH3:30])[CH:25]=2)[C:19]([O:21][CH3:22])=[O:20])[CH2:11][CH2:10]1)=[O:7])([CH3:2])([CH3:3])[CH3:4], predict the reactants needed to synthesize it. (2) The reactants are: [NH2:1][N:2]1[CH2:7][CH2:6][CH2:5][CH2:4][C:3]1=[O:8].C(N(CC)C(C)C)(C)C.Br[C:19]([C:27]1[CH:32]=[CH:31][CH:30]=[CH:29][CH:28]=1)=[C:20]([N+:25]#[C-:26])[C:21]([O:23][CH3:24])=[O:22].C1CCN2C(=NCCC2)CC1. Given the product [O:8]=[C:3]1[CH2:4][CH2:5][CH2:6][CH2:7][N:2]1[N:1]1[C:19]([C:27]2[CH:28]=[CH:29][CH:30]=[CH:31][CH:32]=2)=[C:20]([C:21]([O:23][CH3:24])=[O:22])[N:25]=[CH:26]1, predict the reactants needed to synthesize it. (3) Given the product [CH3:1][O:2][CH:3]([C:7]1[CH:12]=[CH:11][CH:10]=[CH:9][CH:8]=1)[C:4]([CH:15]1[C:16](=[O:19])[CH2:17][CH2:18][O:13][CH2:14]1)=[O:5], predict the reactants needed to synthesize it. The reactants are: [CH3:1][O:2][CH:3]([C:7]1[CH:12]=[CH:11][CH:10]=[CH:9][CH:8]=1)[C:4](Cl)=[O:5].[O:13]1[CH2:18][CH2:17][C:16](=[O:19])[CH2:15][CH2:14]1. (4) Given the product [OH:9][C:10]1[CH:11]=[CH:12][C:13]2[O:17][C:16]([C:18]([O:20][CH2:21][CH3:22])=[O:19])=[CH:15][C:14]=2[CH:23]=1, predict the reactants needed to synthesize it. The reactants are: [Cl-].[Al+3].[Cl-].[Cl-].C(S)C.C[O:9][C:10]1[CH:11]=[CH:12][C:13]2[O:17][C:16]([C:18]([O:20][CH2:21][CH3:22])=[O:19])=[CH:15][C:14]=2[CH:23]=1.Cl. (5) Given the product [NH2:1][CH:2]([CH:3]1[CH2:8][CH2:7][N:6]([C:9]2[C:14]([F:15])=[CH:13][N:12]=[C:11]([NH:16][C:17]3[CH:18]=[C:19]4[C:24](=[CH:25][CH:26]=3)[NH:23][C:22](=[O:27])[CH2:21][CH2:20]4)[N:10]=2)[CH2:5][CH2:4]1)[C:33]([O:32][CH3:28])=[O:34], predict the reactants needed to synthesize it. The reactants are: [NH2:1][CH2:2][CH:3]1[CH2:8][CH2:7][N:6]([C:9]2[C:14]([F:15])=[CH:13][N:12]=[C:11]([NH:16][C:17]3[CH:18]=[C:19]4[C:24](=[CH:25][CH:26]=3)[NH:23][C:22](=[O:27])[CH2:21][CH2:20]4)[N:10]=2)[CH2:5][CH2:4]1.[C:28]([O:32][C:33](NC(C1CCNCC1)[C:33]([O:32][CH3:28])=[O:34])=[O:34])(C)(C)C. (6) Given the product [NH2:1][C:2]1[C:11]2[N:10]=[CH:9][C:8]([CH2:12][CH2:13][C:14]3[CH:19]=[CH:18][C:17]([CH:20]=[O:21])=[CH:16][C:15]=3[CH3:22])=[CH:7][C:6]=2[C:5]2[CH:23]=[CH:24][C:25]([CH3:27])=[CH:26][C:4]=2[N:3]=1, predict the reactants needed to synthesize it. The reactants are: [NH2:1][C:2]1[C:11]2[N:10]=[CH:9][C:8]([CH2:12][CH2:13][C:14]3[CH:19]=[CH:18][C:17]([CH2:20][OH:21])=[CH:16][C:15]=3[CH3:22])=[CH:7][C:6]=2[C:5]2[CH:23]=[CH:24][C:25]([CH3:27])=[CH:26][C:4]=2[N:3]=1.I(C1C=CC=CC=1C(O)=O)(=O)=O. (7) Given the product [Cl:1][C:2]1[CH:7]=[C:6]([Cl:8])[CH:5]=[CH:4][C:3]=1[C:9]1[N:14]2[N:15]=[C:16]([CH3:27])[C:17]([N:18]3[CH:22]=[CH:21][C:20]([C:23]([F:26])([F:25])[F:24])=[N:19]3)=[C:13]2[O:12][C:10]=1[CH3:11], predict the reactants needed to synthesize it. The reactants are: [Cl:1][C:2]1[CH:7]=[C:6]([Cl:8])[CH:5]=[CH:4][C:3]=1[C:9](=O)[CH:10]([O:12][C:13]1[NH:14][N:15]=[C:16]([CH3:27])[C:17]=1[N:18]1[CH:22]=[CH:21][C:20]([C:23]([F:26])([F:25])[F:24])=[N:19]1)[CH3:11]. (8) Given the product [C:30]1([C:33]2[CH:34]=[CH:35][CH:36]=[CH:37][CH:38]=2)[CH:29]=[CH:28][C:27]([O:26][CH2:25][CH2:24][CH2:23][O:12][C:8]2[CH:7]=[C:6]([CH2:5][CH:4]([O:13][CH3:14])[C:3]([OH:2])=[O:15])[CH:11]=[CH:10][CH:9]=2)=[CH:32][CH:31]=1, predict the reactants needed to synthesize it. The reactants are: C[O:2][C:3](=[O:15])[CH:4]([O:13][CH3:14])[CH2:5][C:6]1[CH:11]=[CH:10][CH:9]=[C:8]([OH:12])[CH:7]=1.C(=O)([O-])[O-].[Cs+].[Cs+].Br[CH2:23][CH2:24][CH2:25][O:26][C:27]1[CH:32]=[CH:31][C:30]([C:33]2[CH:38]=[CH:37][CH:36]=[CH:35][CH:34]=2)=[CH:29][CH:28]=1. (9) Given the product [F:15][C:16]1[C:24]([O:25][CH2:2][C:3]2[N:4]=[C:5]([C:8]3[CH:13]=[CH:12][C:11]([CH3:14])=[CH:10][CH:9]=3)[O:6][CH:7]=2)=[CH:23][CH:22]=[C:21]([F:26])[C:17]=1[C:18]([NH2:20])=[O:19], predict the reactants needed to synthesize it. The reactants are: Cl[CH2:2][C:3]1[N:4]=[C:5]([C:8]2[CH:13]=[CH:12][C:11]([CH3:14])=[CH:10][CH:9]=2)[O:6][CH:7]=1.[F:15][C:16]1[C:24]([OH:25])=[CH:23][CH:22]=[C:21]([F:26])[C:17]=1[C:18]([NH2:20])=[O:19].C(=O)([O-])[O-].[K+].[K+]. (10) Given the product [OH:29][CH2:28][CH2:27][N:25]1[CH:26]=[C:22]([NH:21][C:2]2[N:7]=[C:6]([C:8]3[CH:9]=[N:10][C:11]([N:16]4[CH2:20][CH2:19][CH2:18][CH2:17]4)=[C:12]([CH:15]=3)[C:13]#[N:14])[CH:5]=[CH:4][N:3]=2)[CH:23]=[N:24]1, predict the reactants needed to synthesize it. The reactants are: Cl[C:2]1[N:7]=[C:6]([C:8]2[CH:9]=[N:10][C:11]([N:16]3[CH2:20][CH2:19][CH2:18][CH2:17]3)=[C:12]([CH:15]=2)[C:13]#[N:14])[CH:5]=[CH:4][N:3]=1.[NH2:21][C:22]1[CH:23]=[N:24][N:25]([CH2:27][CH2:28][OH:29])[CH:26]=1.Cl.